From a dataset of Reaction yield outcomes from USPTO patents with 853,638 reactions. Predict the reaction yield, written as a fraction of the theoretical maximum amount of product (1.0 means a 100% yield; for example, 0.34 means a 34% yield). (1) The reactants are C([O:8][C:9]1[CH:10]=[C:11]2[C:15](=[CH:16][CH:17]=1)[N:14]([C:18]([O:20][C:21]([CH3:24])([CH3:23])[CH3:22])=[O:19])[CH:13]=[CH:12]2)C1C=CC=CC=1.C([O-])=O.[NH4+]. The catalyst is CCO.[Pd]. The product is [OH:8][C:9]1[CH:10]=[C:11]2[C:15](=[CH:16][CH:17]=1)[N:14]([C:18]([O:20][C:21]([CH3:24])([CH3:23])[CH3:22])=[O:19])[CH:13]=[CH:12]2. The yield is 0.740. (2) The reactants are C(OC([N:8]1[CH2:13][CH2:12][CH:11]([S:14][C:15]([C:18]([O:20][CH2:21][CH3:22])=[O:19])([CH3:17])[CH3:16])[CH2:10][CH2:9]1)=O)(C)(C)C.Cl. The catalyst is O1CCOCC1. The product is [CH2:21]([O:20][C:18](=[O:19])[C:15]([CH3:17])([S:14][CH:11]1[CH2:10][CH2:9][NH:8][CH2:13][CH2:12]1)[CH3:16])[CH3:22]. The yield is 0.920. (3) The reactants are [CH2:1]([C:3]1[C:24]([N:25]2[CH2:30][CH2:29][C:28](=O)[CH2:27][CH2:26]2)=[CH:23][C:6]2[C:7]([CH3:22])([CH3:21])[C:8]3[NH:9][C:10]4[C:15]([C:16]=3[C:17](=[O:18])[C:5]=2[CH:4]=1)=[CH:14][CH:13]=[C:12]([C:19]#[N:20])[CH:11]=4)[CH3:2].Cl.[NH2:33][OH:34]. The catalyst is C(O)C.C(OCC)(=O)C. The product is [CH2:1]([C:3]1[C:24]([N:25]2[CH2:30][CH2:29][C:28](=[N:33][OH:34])[CH2:27][CH2:26]2)=[CH:23][C:6]2[C:7]([CH3:22])([CH3:21])[C:8]3[NH:9][C:10]4[C:15]([C:16]=3[C:17](=[O:18])[C:5]=2[CH:4]=1)=[CH:14][CH:13]=[C:12]([C:19]#[N:20])[CH:11]=4)[CH3:2]. The yield is 0.740. (4) The product is [Cl:1][C:2]1[CH:7]=[CH:6][C:5]([N:8]2[C:13](=[O:14])[C:12]3[CH:15]=[N:16][N:17]([C:18]4[CH:23]=[CH:22][CH:21]=[CH:20][CH:19]=4)[C:11]=3[N:10]=[C:9]2[C:24]2[CH:29]=[CH:28][C:27]([C:36]3[CH:35]=[CH:34][CH:33]=[C:32]([F:31])[CH:37]=3)=[CH:26][CH:25]=2)=[CH:4][CH:3]=1. The yield is 0.540. The catalyst is C1C=CC([P]([Pd]([P](C2C=CC=CC=2)(C2C=CC=CC=2)C2C=CC=CC=2)([P](C2C=CC=CC=2)(C2C=CC=CC=2)C2C=CC=CC=2)[P](C2C=CC=CC=2)(C2C=CC=CC=2)C2C=CC=CC=2)(C2C=CC=CC=2)C2C=CC=CC=2)=CC=1. The reactants are [Cl:1][C:2]1[CH:7]=[CH:6][C:5]([N:8]2[C:13](=[O:14])[C:12]3[CH:15]=[N:16][N:17]([C:18]4[CH:23]=[CH:22][CH:21]=[CH:20][CH:19]=4)[C:11]=3[N:10]=[C:9]2[C:24]2[CH:29]=[CH:28][C:27](I)=[CH:26][CH:25]=2)=[CH:4][CH:3]=1.[F:31][C:32]1[CH:33]=[C:34](B(O)O)[CH:35]=[CH:36][CH:37]=1. (5) The yield is 0.720. The reactants are C([N:8]1[CH2:13][CH2:12][C:11]([C:15]2[CH:20]=[CH:19][CH:18]=[CH:17][C:16]=2[Cl:21])([CH3:14])[CH2:10][CH2:9]1)C1C=CC=CC=1.ClC(OC(Cl)C)=O. The product is [Cl:21][C:16]1[CH:17]=[CH:18][CH:19]=[CH:20][C:15]=1[C:11]1([CH3:14])[CH2:10][CH2:9][NH:8][CH2:13][CH2:12]1. The catalyst is ClCCCl.